This data is from Catalyst prediction with 721,799 reactions and 888 catalyst types from USPTO. The task is: Predict which catalyst facilitates the given reaction. (1) Reactant: [Cl:1][C:2]1[CH:7]=[CH:6][C:5]([C@H:8]([NH:13][C:14]2[CH:15]=[CH:16][C:17]([CH3:22])=[C:18]([CH:21]=2)[CH:19]=O)[C:9]([F:12])([F:11])[F:10])=[CH:4][C:3]=1[CH3:23].[NH:24]1[CH2:28][CH2:27][C@@H:26]([C:29]([OH:31])=[O:30])[CH2:25]1.CC(O)=O. Product: [Cl:1][C:2]1[CH:7]=[CH:6][C:5]([C@H:8]([NH:13][C:14]2[CH:15]=[CH:16][C:17]([CH3:22])=[C:18]([CH:21]=2)[CH2:19][N:24]2[CH2:28][CH2:27][C@@H:26]([C:29]([OH:31])=[O:30])[CH2:25]2)[C:9]([F:11])([F:12])[F:10])=[CH:4][C:3]=1[CH3:23]. The catalyst class is: 5. (2) Reactant: [F:1][C:2]1[CH:12]=[CH:11][C:5]([O:6][CH2:7][C@@H:8]([NH2:10])[CH3:9])=[C:4]([C:13]([F:16])([F:15])[F:14])[CH:3]=1.[Si:17]([O:24][CH2:25][CH:26]=O)([C:20]([CH3:23])([CH3:22])[CH3:21])([CH3:19])[CH3:18].C(O[BH-](OC(=O)C)OC(=O)C)(=O)C.[Na+]. Product: [Si:17]([O:24][CH2:25][CH2:26][NH:10][C@@H:8]([CH3:9])[CH2:7][O:6][C:5]1[CH:11]=[CH:12][C:2]([F:1])=[CH:3][C:4]=1[C:13]([F:14])([F:15])[F:16])([C:20]([CH3:23])([CH3:22])[CH3:21])([CH3:19])[CH3:18]. The catalyst class is: 4. (3) Reactant: Br[C:2]1[CH:3]=[CH:4][C:5]([NH:12][C:13](=[O:19])[C:14]([O:16][CH2:17][CH3:18])=[O:15])=[C:6]([CH:11]=1)[C:7]([O:9][CH3:10])=[O:8].C(N(CC)CC)C.[C:27]([O:31][C:32]([CH3:35])([CH3:34])[CH3:33])(=[O:30])[CH:28]=[CH2:29].O. Product: [C:32]([O:31][C:27](=[O:30])/[CH:28]=[CH:29]/[C:2]1[CH:3]=[CH:4][C:5]([NH:12][C:13](=[O:19])[C:14]([O:16][CH2:17][CH3:18])=[O:15])=[C:6]([CH:11]=1)[C:7]([O:9][CH3:10])=[O:8])([CH3:35])([CH3:34])[CH3:33]. The catalyst class is: 416. (4) The catalyst class is: 4. Product: [C:1]1([CH2:17][Br:20])[C:14]2[C:15]3=[C:16]4[C:11](=[CH:12][CH:13]=2)[CH:10]=[CH:9][CH:8]=[C:7]4[CH:6]=[CH:5][C:4]3=[CH:3][CH:2]=1. Reactant: [C:1]1([CH2:17]O)[C:14]2[C:15]3=[C:16]4[C:11](=[CH:12][CH:13]=2)[CH:10]=[CH:9][CH:8]=[C:7]4[CH:6]=[CH:5][C:4]3=[CH:3][CH:2]=1.P(Br)(Br)[Br:20].N#N.C(=O)(O)[O-].[Na+]. (5) The catalyst class is: 1. Reactant: [NH2:1][C:2]1[N:7]=[CH:6][N:5]=[C:4]([C:8]2[C:9]([CH3:28])=[C:10]([NH:15][C:16](=[O:27])[C:17]3[CH:22]=[CH:21][C:20]([CH:23]4[CH2:25][CH2:24]4)=[CH:19][C:18]=3[F:26])[CH:11]=[C:12]([F:14])[CH:13]=2)[C:3]=1[OH:29].[C:30]([N:37]1[CH2:41][C@H:40]([C:42]#[N:43])[CH2:39][C@H:38]1[CH2:44]O)([O:32][C:33]([CH3:36])([CH3:35])[CH3:34])=[O:31].CC(OC(/N=N/C(OC(C)C)=O)=O)C. Product: [NH2:1][C:2]1[C:3]([O:29][CH2:44][C@@H:38]2[CH2:39][C@@H:40]([C:42]#[N:43])[CH2:41][N:37]2[C:30]([O:32][C:33]([CH3:34])([CH3:36])[CH3:35])=[O:31])=[C:4]([C:8]2[CH:13]=[C:12]([F:14])[CH:11]=[C:10]([NH:15][C:16](=[O:27])[C:17]3[CH:22]=[CH:21][C:20]([CH:23]4[CH2:24][CH2:25]4)=[CH:19][C:18]=3[F:26])[C:9]=2[CH3:28])[N:5]=[CH:6][N:7]=1.